Dataset: Experimentally validated miRNA-target interactions with 360,000+ pairs, plus equal number of negative samples. Task: Binary Classification. Given a miRNA mature sequence and a target amino acid sequence, predict their likelihood of interaction. (1) The miRNA is mmu-miR-708-5p with sequence AAGGAGCUUACAAUCUAGCUGGG. The protein sequence of the target gene is MAPEINLPGPMSLIDNTKGQLVVNPEALKILSAITQPVVVVAIVGLYRTGKSYLMNKLAGKKNGFSLGSTVKSHTKGIWMWCVPHPKKPEHTLVLLDTEGLGDIEKGDNENDSWIFALAILLSSTFVYNSMGTINQQAMDQLHYVTELTDRIKANSSPGNNSVDDSADFVSFFPAFVWTLRDFTLELEVDGEPITADDYLELSLKLRKGTDKKSKSFNDPRLCIRKFFPKRKCFVFDWPAPKKYLAHLEQLKEEELNPDFIEQVAEFCSYILSHSNVKTLSGGIPVNGPRLESLVLTYVN.... Result: 0 (no interaction). (2) The miRNA is hsa-miR-6729-3p with sequence UCAUCCCCCUCGCCCUCUCAG. The protein sequence of the target gene is MKGLGDSRPRHLSDSLDPPHEPLFAGPDRNPYLLSPTEAFAREARFPGQNTLPGDGLFPLNNQLPPPSSTFPRIHYNSHFEVPEESPFPSHAQATKINRLPANLLDQFEKQLPIHRDGFSTLQFPRGEAKARGESPGRIRHLVHSVQRLFFTKAPSMEGTAGKVGGNGSKKGGLEDGKGRRAKSKERAKAGEPKRRSRSNISGWWSSDDNLDGEGGAFRSGPASGLMTLGRQQERTQPRYFMHAYNTISGHMLKTTKNTTTELTAPPPPPAPPATCPSLGVGTDTNYVKRGSWSTLTLSH.... Result: 0 (no interaction). (3) The miRNA is mmu-miR-672-3p with sequence ACACACAGUCACUAUCUUCGA. The protein sequence of the target gene is MPMISVLGKMFLWQREGPGGRWTCQTSRRVSSDPAWAVEWIELPRGLSLSSLGSARTLRGWSRSSRPSSVDSQDLPEVNVGDTVAMLPKSRRALTIQEIAALARSSLHGISQVVKDHVTKPTAMAQGRVAHLIEWKGWSKPSDSPAALESAFSSYSDLSEGEQEARFAAGVAEQFAIAEAKLRAWSSVDGEDSTDDSYDEDFAGGMDTDMAGQLPLGPHLQDLFTGHRFSRPVRQGSVEPESDCSQTVSPDTLCSSLCSLEDGLLGSPARLASQLLGDELLLAKLPPSRESAFRSLGPLE.... Result: 0 (no interaction). (4) The miRNA is mmu-miR-743b-3p with sequence GAAAGACAUCAUGCUGAAUAGA. The protein sequence of the target gene is MDRTLESLRHIIAQALPHRDPALVFKDLNVVSMLQEFWESKQQQKATFSSEGLVVYESMPSSGPPFVSYVTLPGGSCFGNFQCCLSRAEARRDAAKVALINSLFNELPSRRITKEFIMESVQEAVASTRGTLDDADDPSTSVGAYHYMLESNMGKTMLEFQELMTIFQLLHWNGSLKALRETKCSRQEVISYYSQYSLDEKMRSHMALDWIMKERESPGILSQELRAALGQLEEARKAGQELRFYKEKKEILSLALTQIYSDPDPSSPSDDQLSLTALCGYH. Result: 1 (interaction). (5) Result: 1 (interaction). The miRNA is hsa-let-7e-5p with sequence UGAGGUAGGAGGUUGUAUAGUU. The protein sequence of the target gene is MGRVSGLVPSRFLTLLAHLVVVITLFWSRDSNIQACLPLTFTPEEYDKQDIQLVAALSVTLGLFAVELAGFLSGVSMFNSTQSLISIGAHCSASVALSFFIFERWECTTYWYIFVFCSALPAVTEMALFVTVFGLKKKPF. (6) The miRNA is hsa-miR-4768-3p with sequence CCAGGAGAUCCAGAGAGAAU. Result: 1 (interaction). The protein sequence of the target gene is MSGKANASKKNAQQLKRNPKRKKDNEEVVLSENKVRNTVKKNKNHLKDLSSEGQTKHTNLKHGKTAASKRKTWQPLSKSTRDHLQTMMESVIMTILSNSIKEKEEIQYHLNFLKKRLLQQCETLKVPPKKMEDLTNVSSLLNMERARDKANEEGLALLQEEIDKMVETTELMTGNIQSLKNKIQILASEVEEEEERVKQMHQINSSGVLSLPELSQKTLKAPTLQKEILALIPNQNALLKDLDILHNSSQMKSMSTFIEEAYKKLDAS. (7) The miRNA is cel-miR-73-3p with sequence UGGCAAGAUGUAGGCAGUUCAGU. The protein sequence of the target gene is MPNTAMKKKVLLMGKSGSGKTSMRSIIFANYIARDTRRLGATIDVEHSHVRFLGNLVLNLWDCGGQDTFMENYFTSQRDNIFRNVEVLIYVFDVESRELEKDMHYYQSCLEAILQNSPDAKIFCLVHKMDLVQEDQRDLIFKEREEDLRRLSRPLECACFRTSIWDETLYKAWSSIVYQLIPNVQQLEMNLRNFAQIIEADEVLLFERATFLVISHYQCKEQRDVHRFEKISNIIKQFKLSCSKLAASFQSMEVRNSNFAAFIDIFTSNTYVMVVMSDPSIPSAATLINIRNARKHFEKL.... Result: 0 (no interaction). (8) The miRNA is hsa-miR-3681-5p with sequence UAGUGGAUGAUGCACUCUGUGC. The protein sequence of the target gene is MFPRVSTFLPLRPLSRHPLSSGSPETSAAAIMLLTVRHGTVRYRSSALLARTKNNIQRYFGTNSVICSKKDKQSVRTEETSKETSESQDSEKENTKKDLLGIIKGMKVELSTVNVRTTKPPKRRPLKSLEATLGRLRRATEYAPKKRIEPLSPELVAAASAVADSLPFDKQTTKSELLSQLQQHEEESRAQRDAKRPKISFSNIISDMKVARSATARVRSRPELRIQFDEGYDNYPGQEKTDDLKKRKNIFTGKRLNIFDMMAVTKEAPETDTSPSLWDVEFAKQLATVNEQPLQNGFEE.... Result: 0 (no interaction). (9) The miRNA is mmu-miR-298-5p with sequence GGCAGAGGAGGGCUGUUCUUCCC. The protein sequence of the target gene is MFRLLRWRLGRTLLRAAGRRCGGCTARLLPERTGDAGTGAERLRTRGAPARGHGVLPLLAALAWFSRPAATAEQPGEDASDEAEAEIIQLLKQAKLSIMKDEPEAAELILHDALRLAYESDNRKAITYTYDLMANLAFIRGQLENAEQLFKATMSYLLGGGMKQEDNAIIEISLKLANIYAAQNKQEFALAGYEFCISTLEGKIEREKELAEDIMSEETANTYLLLGMCLDSCARYLLFSKQLSQAQRMYEKALQICQEIQGERHPQTIVLMSDLATTLDAQGHFDDAYIYMQRASDLAR.... Result: 1 (interaction).